Dataset: Experimentally validated miRNA-target interactions with 360,000+ pairs, plus equal number of negative samples. Task: Binary Classification. Given a miRNA mature sequence and a target amino acid sequence, predict their likelihood of interaction. (1) The miRNA is hsa-miR-548ba with sequence AAAGGUAACUGUGAUUUUUGCU. The protein sequence of the target gene is MAMQTVREGLFSAPQTSWWTAFGSQPLAPESLAGDSDSFAGVKVGSVGETGQRVDKQSNSATHLAFSLGDVKSPRLVPKPHGATFSMQSPCLELGFSQPPIYTKYPYGEQQYYGVVSAYGSQSRVMLPLNMETEDSTIYVNSKQYHGIIRRRQSRAKAAAVLDQKKLSSRCRKPYMHHSRHLHALRRPRGSGGRFLNTKSQNLENSGTNAKKGDGSMQIQSQPKPQQSNSQNSEVVHPENGTMNLSNGLNVSGSEVTSMNYFLSSPVHSLGGMVMPSKWIAAAAAMDNGCCNFKT. Result: 0 (no interaction). (2) Result: 1 (interaction). The miRNA is hsa-let-7b-5p with sequence UGAGGUAGUAGGUUGUGUGGUU. The protein sequence of the target gene is MGAPTLPPAWQPFLKDHRISTFKNWPFLEGCACTPERMAEAGFIHCPTENEPDLAQCFFCFKELEGWEPDDDPIEEHKKHSSGCAFLSVKKQFEELTLGEFLKLDRERAKNKIAKETNNKKKEFEETAKKVRRAIEQLAAMD. (3) The miRNA is rno-miR-23a-3p with sequence AUCACAUUGCCAGGGAUUUCC. The protein sequence of the target gene is MSSSITMSEPRLNWDVTPKNGLKAFFSPENYKDHSMAPSLKELYILSNRRIGENLSVSASSVENEPAVSSATQAKEKVGMILLPKPRVPYPRFSRFSQREQRTYVDLLAKYAKLPSSSKTVGTNTNEYLQYLDMKKHVNEEVNEFLKFLQNSAKKCAQDYNMLSDEARLFTEQLLRACIEQVKKYPEFYTLHEVTSLMGFFPFKTEMGLKLEKTLLVLGSAKFVKTAFPSMPVKLQLSKEDMSSIETPQQKAEVMHCDISKDPNAEKLVSRYHPQIALTSQALFTLLNNHGPSYKEQWEI.... Result: 0 (no interaction). (4) The miRNA is hsa-miR-2909 with sequence GUUAGGGCCAACAUCUCUUGG. The protein sequence of the target gene is MYQSLAMAANHGPPPGAYEAGGPGAFMHSAGAASSPVYVPTPRVPSSVLGLSYLQGGGSGAASGATSGGSSGAGPSGAGPGTQQGSPGWSQAGAEGAAYTPPPVSPRFSFPGTTGSLAAAAAAAAAREAAAYSSSGGAAGAGLAGREQYGRPGFAGSYSSPYPAYMADVGASWAAAAAASAGPFDSPVLHSLPGRANPARHPNLDMFDDFSEGRECVNCGAMSTPLWRRDGTGHYLCNACGLYHKMNGINRPLIKPQRRLSASRRVGLSCANCQTTTTTLWRRNAEGEPVCNACGLYMKL.... Result: 0 (no interaction).